Dataset: Forward reaction prediction with 1.9M reactions from USPTO patents (1976-2016). Task: Predict the product of the given reaction. (1) Given the reactants [CH:1]([N:14]1[CH2:17][C:16]([CH2:19][O:20][C:21]2[C:29]([CH:30]3[CH2:32][CH2:31]3)=[CH:28][C:24]([C:25](O)=[O:26])=[C:23]([F:33])[CH:22]=2)([CH3:18])[CH2:15]1)([C:8]1[CH:13]=[CH:12][CH:11]=[CH:10][CH:9]=1)[C:2]1[CH:7]=[CH:6][CH:5]=[CH:4][CH:3]=1.[CH2:34]([S:36]([NH2:39])(=[O:38])=[O:37])[CH3:35], predict the reaction product. The product is: [CH:1]([N:14]1[CH2:15][C:16]([CH2:19][O:20][C:21]2[C:29]([CH:30]3[CH2:32][CH2:31]3)=[CH:28][C:24]([C:25]([NH:39][S:36]([CH2:34][CH3:35])(=[O:38])=[O:37])=[O:26])=[C:23]([F:33])[CH:22]=2)([CH3:18])[CH2:17]1)([C:8]1[CH:9]=[CH:10][CH:11]=[CH:12][CH:13]=1)[C:2]1[CH:3]=[CH:4][CH:5]=[CH:6][CH:7]=1. (2) Given the reactants [H-].[Na+].[F:3][C:4]([F:37])([F:36])[O:5][C:6]1[CH:11]=[CH:10][C:9](/[CH:12]=[CH:13]/[C:14]2[O:15][CH:16]=[C:17]([CH2:19][O:20][C:21]3[CH:26]=[CH:25][C:24]([CH2:27][CH2:28][CH2:29][CH2:30][C:31]4[N:32]=[N:33][NH:34][CH:35]=4)=[CH:23][CH:22]=3)[N:18]=2)=[CH:8][CH:7]=1.Br[CH2:39][CH2:40][OH:41], predict the reaction product. The product is: [F:37][C:4]([F:36])([F:3])[O:5][C:6]1[CH:11]=[CH:10][C:9](/[CH:12]=[CH:13]/[C:14]2[O:15][CH:16]=[C:17]([CH2:19][O:20][C:21]3[CH:26]=[CH:25][C:24]([CH2:27][CH2:28][CH2:29][CH2:30][C:31]4[CH:35]=[N:34][N:33]([CH2:39][CH2:40][OH:41])[N:32]=4)=[CH:23][CH:22]=3)[N:18]=2)=[CH:8][CH:7]=1. (3) Given the reactants [CH3:1][N:2]1[C:7]2[N:8]=[C:9]([C:13]3[CH:18]=[CH:17][CH:16]=[CH:15][CH:14]=3)[C:10](=O)[NH:11][C:6]=2[CH:5]=[CH:4][C:3]1=[O:19].CCN(C1C=CC=CC=1)CC.O=P(Cl)(Cl)[Cl:33].C([O-])(O)=O.[Na+], predict the reaction product. The product is: [Cl:33][C:10]1[N:11]=[C:6]2[CH:5]=[CH:4][C:3](=[O:19])[N:2]([CH3:1])[C:7]2=[N:8][C:9]=1[C:13]1[CH:18]=[CH:17][CH:16]=[CH:15][CH:14]=1. (4) The product is: [CH2:20]([N:22]([CH3:23])[C:2]1[CH:19]=[CH:18][C:5]2[CH2:6][N:7]([C:11]([O:13][C:14]([CH3:17])([CH3:16])[CH3:15])=[O:12])[CH2:8][CH2:9][O:10][C:4]=2[CH:3]=1)[CH3:21]. Given the reactants Br[C:2]1[CH:19]=[CH:18][C:5]2[CH2:6][N:7]([C:11]([O:13][C:14]([CH3:17])([CH3:16])[CH3:15])=[O:12])[CH2:8][CH2:9][O:10][C:4]=2[CH:3]=1.[CH2:20]([NH:22][CH3:23])[CH3:21].CC(C)([O-])C.[Na+].O, predict the reaction product. (5) Given the reactants [F:1][C:2]([F:50])([F:49])[C:3]1[CH:4]=[C:5]([CH:42]=[C:43]([C:45]([F:48])([F:47])[F:46])[CH:44]=1)[CH2:6][N:7]([CH2:15][C:16]1[CH:21]=[C:20]([C:22]([F:25])([F:24])[F:23])[CH:19]=[CH:18][C:17]=1[N:26]([CH2:29][C@H:30]1[CH2:35][CH2:34][C@H:33]([CH2:36][C:37]([O:39][CH2:40][CH3:41])=[O:38])[CH2:32][CH2:31]1)[CH2:27][CH3:28])[C:8]1[N:13]=[CH:12][C:11](Br)=[CH:10][N:9]=1.CS(C)=[O:53].C([O-])(=O)C.[K+].B1(B2OC(C)(C)C(C)(C)O2)OC(C)(C)C(C)(C)O1, predict the reaction product. The product is: [F:1][C:2]([F:50])([F:49])[C:3]1[CH:4]=[C:5]([CH:42]=[C:43]([C:45]([F:48])([F:47])[F:46])[CH:44]=1)[CH2:6][N:7]([CH2:15][C:16]1[CH:21]=[C:20]([C:22]([F:25])([F:24])[F:23])[CH:19]=[CH:18][C:17]=1[N:26]([CH2:29][C@H:30]1[CH2:35][CH2:34][C@H:33]([CH2:36][C:37]([O:39][CH2:40][CH3:41])=[O:38])[CH2:32][CH2:31]1)[CH2:27][CH3:28])[C:8]1[N:13]=[CH:12][C:11]([OH:53])=[CH:10][N:9]=1. (6) Given the reactants [N:1]([CH2:4][C:5]1[CH:10]=[C:9]([Cl:11])[CH:8]=[CH:7][C:6]=1[CH2:12][NH:13][C:14]([O:16][C:17]([CH3:20])([CH3:19])[CH3:18])=[O:15])=[N+]=[N-].O.C1(P(C2C=CC=CC=2)C2C=CC=CC=2)C=CC=CC=1, predict the reaction product. The product is: [C:17]([O:16][C:14]([NH:13][CH2:12][C:6]1[CH:7]=[CH:8][C:9]([Cl:11])=[CH:10][C:5]=1[CH2:4][NH2:1])=[O:15])([CH3:20])([CH3:18])[CH3:19]. (7) The product is: [F:11][C:12]1[CH:13]=[C:14]([C:15]2[O:1][N:2]=[C:3]([C:5]3[CH:10]=[CH:9][N:8]=[N:7][CH:6]=3)[N:4]=2)[CH:18]=[C:19]([F:21])[CH:20]=1. Given the reactants [OH:1][N:2]=[C:3]([C:5]1[CH:10]=[CH:9][N:8]=[N:7][CH:6]=1)[NH2:4].[F:11][C:12]1[CH:13]=[C:14]([CH:18]=[C:19]([F:21])[CH:20]=1)[C:15](Cl)=O.N, predict the reaction product.